Dataset: Full USPTO retrosynthesis dataset with 1.9M reactions from patents (1976-2016). Task: Predict the reactants needed to synthesize the given product. The reactants are: Cl.[CH3:2][O:3][C:4](=[O:11])[C@H:5]([CH2:7][CH:8]([CH3:10])[CH3:9])[NH2:6].C([O:14][C:15](=O)/[CH:16]=[C:17](/[O:20][C:21]1[C:26]2[N:27]=[C:28]([CH3:30])[O:29][C:25]=2[CH:24]=[CH:23][CH:22]=1)\[CH2:18]Br)C.C(N(CC)C(C)C)(C)C.C(OCC)(=O)C. Given the product [CH3:2][O:3][C:4](=[O:11])[C@@H:5]([N:6]1[CH2:18][C:17]([O:20][C:21]2[C:26]3[N:27]=[C:28]([CH3:30])[O:29][C:25]=3[CH:24]=[CH:23][CH:22]=2)=[CH:16][C:15]1=[O:14])[CH2:7][CH:8]([CH3:10])[CH3:9], predict the reactants needed to synthesize it.